Dataset: Forward reaction prediction with 1.9M reactions from USPTO patents (1976-2016). Task: Predict the product of the given reaction. (1) Given the reactants [CH2:1]([OH:5])[CH2:2][CH2:3][OH:4].Cl[C:7]1[C:8]2[C:15]([C:16]3[CH:21]=[CH:20][C:19]([O:22][CH3:23])=[CH:18][CH:17]=3)=[C:14]([C:24]3[CH:29]=[CH:28][CH:27]=[CH:26][CH:25]=3)[O:13][C:9]=2[N:10]=[CH:11][N:12]=1.C(O)(=O)CC(CC(O)=O)(C(O)=O)O, predict the reaction product. The product is: [CH3:23][O:22][C:19]1[CH:18]=[CH:17][C:16]([C:15]2[C:8]3[C:7]([O:4][CH2:3][CH2:2][CH2:1][OH:5])=[N:12][CH:11]=[N:10][C:9]=3[O:13][C:14]=2[C:24]2[CH:29]=[CH:28][CH:27]=[CH:26][CH:25]=2)=[CH:21][CH:20]=1. (2) Given the reactants [Si]([O:8][CH2:9][CH2:10][CH2:11][N:12]1[C:17](=[O:18])[C:16]2[C:19]([CH:30](O)[CH2:31][CH:32]([CH3:34])[CH3:33])=[C:20]([C:23]3[CH:28]=[CH:27][CH:26]=[C:25]([Cl:29])[CH:24]=3)[N:21]=[CH:22][C:15]=2[N:14]([CH3:36])[C:13]1=[O:37])(C(C)(C)C)(C)C.[CH:38](O)=[O:39], predict the reaction product. The product is: [CH:38]([O:8][CH2:9][CH2:10][CH2:11][N:12]1[C:17](=[O:18])[C:16]2[C:19]([CH2:30][CH2:31][CH:32]([CH3:34])[CH3:33])=[C:20]([C:23]3[CH:28]=[CH:27][CH:26]=[C:25]([Cl:29])[CH:24]=3)[N:21]=[CH:22][C:15]=2[N:14]([CH3:36])[C:13]1=[O:37])=[O:39]. (3) Given the reactants [ClH:1].Cl.[C:3]1([CH:9]([N:11]2[CH2:16][CH2:15][NH:14][CH2:13][CH2:12]2)C)[CH:8]=[CH:7][CH:6]=[CH:5][CH:4]=1.Br[CH:18]([CH3:34])[C:19]([C:21]1[CH:30]=[CH:29][C:28]2[C:23](=[CH:24][CH:25]=[C:26]([O:32][CH3:33])[C:27]=2[Cl:31])[CH:22]=1)=[O:20].[C:35]([O-])([O-])=O.[K+].[K+], predict the reaction product. The product is: [ClH:31].[ClH:1].[C:8]1([CH2:3][CH2:9][N:11]2[CH2:12][CH2:13][N:14]([CH:18]([C:19]([C:21]3[CH:30]=[CH:29][C:28]4[C:23](=[CH:24][CH:25]=[C:26]([O:32][CH3:33])[C:27]=4[Cl:31])[CH:22]=3)=[O:20])[CH3:34])[CH2:15][CH2:16]2)[CH:35]=[CH:4][CH:5]=[CH:6][CH:7]=1.